This data is from Reaction yield outcomes from USPTO patents with 853,638 reactions. The task is: Predict the reaction yield, written as a fraction of the theoretical maximum amount of product (1.0 means a 100% yield; for example, 0.34 means a 34% yield). (1) The reactants are C([O:3][C:4](=[O:22])[CH2:5][NH:6][CH2:7][CH2:8][NH:9][S:10]([C:13]1[S:14][C:15]2[CH:21]=[CH:20][CH:19]=[CH:18][C:16]=2[N:17]=1)(=[O:12])=[O:11])C.[Li+].[OH-].[C:25](O[C:25]([O:27][C:28]([CH3:31])([CH3:30])[CH3:29])=[O:26])([O:27][C:28]([CH3:31])([CH3:30])[CH3:29])=[O:26]. The catalyst is O1CCCC1.O. The product is [S:14]1[C:15]2[CH:21]=[CH:20][CH:19]=[CH:18][C:16]=2[N:17]=[C:13]1[S:10]([NH:9][CH2:8][CH2:7][N:6]([C:25]([O:27][C:28]([CH3:31])([CH3:30])[CH3:29])=[O:26])[CH2:5][C:4]([OH:3])=[O:22])(=[O:11])=[O:12]. The yield is 0.950. (2) The reactants are [C:1]([NH:24][CH:25]([CH2:30][CH:31]([CH3:33])[CH3:32])[C:26]([O:28]C)=[O:27])(=[O:23])[CH2:2][CH2:3][CH:4]=[CH:5][CH2:6][CH:7]=[CH:8][CH2:9][CH:10]=[CH:11][CH2:12][CH:13]=[CH:14][CH2:15][CH:16]=[CH:17][CH2:18][CH:19]=[CH:20][CH2:21][CH3:22].[OH-].[Na+].Cl. The catalyst is CO. The product is [C:1]([NH:24][CH:25]([CH2:30][CH:31]([CH3:32])[CH3:33])[C:26]([OH:28])=[O:27])(=[O:23])[CH2:2][CH2:3][CH:4]=[CH:5][CH2:6][CH:7]=[CH:8][CH2:9][CH:10]=[CH:11][CH2:12][CH:13]=[CH:14][CH2:15][CH:16]=[CH:17][CH2:18][CH:19]=[CH:20][CH2:21][CH3:22]. The yield is 0.890. (3) The reactants are [Si:1]([O:18][CH2:19][C@H:20]1[N:25]([C:26](=[O:55])[CH2:27][C@@H:28]([NH:37][C:38]2[CH:43]=[CH:42][C:41]([S:44]([NH2:47])(=[O:46])=[O:45])=[CH:40][C:39]=2[S:48]([C:51]([F:54])([F:53])[F:52])(=[O:50])=[O:49])[CH2:29][S:30][C:31]2[CH:36]=[CH:35][CH:34]=[CH:33][CH:32]=2)[CH2:24][CH2:23][O:22][CH2:21]1)([C:14]([CH3:17])([CH3:16])[CH3:15])([C:8]1[CH:13]=[CH:12][CH:11]=[CH:10][CH:9]=1)[C:2]1[CH:7]=[CH:6][CH:5]=[CH:4][CH:3]=1.Cl.[Si](OC[C@H]1COCCN1)(C(C)(C)C)(C1C=CC=CC=1)C1C=CC=CC=1.C1(SC[C@H](NC2C=CC(S(=O)(=O)N)=CC=2S(C(F)(F)F)(=O)=O)CC(O)=O)C=CC=CC=1. No catalyst specified. The product is [Si:1]([O:18][CH2:19][C@@H:20]1[N:25]([C:26](=[O:55])[CH2:27][C@@H:28]([NH:37][C:38]2[CH:43]=[CH:42][C:41]([S:44]([NH2:47])(=[O:46])=[O:45])=[CH:40][C:39]=2[S:48]([C:51]([F:52])([F:54])[F:53])(=[O:49])=[O:50])[CH2:29][S:30][C:31]2[CH:36]=[CH:35][CH:34]=[CH:33][CH:32]=2)[CH2:24][CH2:23][O:22][CH2:21]1)([C:14]([CH3:15])([CH3:16])[CH3:17])([C:2]1[CH:7]=[CH:6][CH:5]=[CH:4][CH:3]=1)[C:8]1[CH:9]=[CH:10][CH:11]=[CH:12][CH:13]=1. The yield is 0.240. (4) The reactants are Br[C:2]1[CH:7]=[CH:6][C:5]([O:8][CH:9]([F:11])[F:10])=[C:4]([CH2:12][CH2:13][F:14])[CH:3]=1.N1CCCC1.[C:20]([C:22]1[CH:27]=[CH:26][CH:25]=[CH:24][CH:23]=1)#[CH:21].N#N. The catalyst is Cl[Pd](Cl)([P](C1C=CC=CC=1)(C1C=CC=CC=1)C1C=CC=CC=1)[P](C1C=CC=CC=1)(C1C=CC=CC=1)C1C=CC=CC=1.[Cu]I.C(#N)C. The product is [F:10][CH:9]([F:11])[O:8][C:5]1[CH:6]=[CH:7][C:2]([C:21]#[C:20][C:22]2[CH:27]=[CH:26][CH:25]=[CH:24][CH:23]=2)=[CH:3][C:4]=1[CH2:12][CH2:13][F:14]. The yield is 0.361. (5) The reactants are [CH2:1]([O:3][C:4](=[O:24])[C:5]([CH3:23])([CH3:22])[CH2:6][C@H:7]([NH2:21])[CH2:8][C:9]1[CH:14]=[CH:13][C:12]([C:15]2[CH:20]=[CH:19][CH:18]=[CH:17][CH:16]=2)=[CH:11][CH:10]=1)[CH3:2].Cl.[OH:26][C:27]1[CH:31]=[C:30]([C:32]([OH:34])=O)[O:29][N:28]=1.[CH3:35][CH2:36]N=C=NCCCN(C)C.C1C=CC2N(O)N=NC=2C=1. The catalyst is O1CCOCC1.CN(C=O)C.C(O)CCC. The product is [CH2:1]([O:3][C:4](=[O:24])[C:5]([CH3:23])([CH3:22])[CH2:6][C@H:7]([NH:21][C:32]([C:30]1[O:29][N:28]=[C:27]([OH:26])[CH:31]=1)=[O:34])[CH2:8][C:9]1[CH:10]=[CH:11][C:12]([C:15]2[CH:20]=[CH:19][CH:18]=[CH:17][CH:16]=2)=[CH:13][CH:14]=1)[CH2:2][CH2:35][CH3:36]. The yield is 0.950. (6) The reactants are [F:1][CH:2]([F:9])[N:3]1[N:7]=[C:6]([NH2:8])[CH:5]=[N:4]1.Br[C:11]1[C:12](=[O:19])[N:13]([CH3:18])[CH:14]=[C:15]([Br:17])[CH:16]=1. No catalyst specified. The product is [Br:17][C:15]1[CH:16]=[C:11]([NH:8][C:6]2[CH:5]=[N:4][N:3]([CH:2]([F:9])[F:1])[N:7]=2)[C:12](=[O:19])[N:13]([CH3:18])[CH:14]=1. The yield is 0.700.